From a dataset of Peptide-MHC class II binding affinity with 134,281 pairs from IEDB. Regression. Given a peptide amino acid sequence and an MHC pseudo amino acid sequence, predict their binding affinity value. This is MHC class II binding data. The peptide sequence is GELQIVDKIDAMFKI. The MHC is DRB1_1201 with pseudo-sequence DRB1_1201. The binding affinity (normalized) is 0.619.